Dataset: hERG potassium channel inhibition data for cardiac toxicity prediction from Karim et al.. Task: Regression/Classification. Given a drug SMILES string, predict its toxicity properties. Task type varies by dataset: regression for continuous values (e.g., LD50, hERG inhibition percentage) or binary classification for toxic/non-toxic outcomes (e.g., AMES mutagenicity, cardiotoxicity, hepatotoxicity). Dataset: herg_karim. (1) The compound is Cc1cc(Cl)nnc1N1CCN(C(=O)Nc2nc3ccc(F)cc3s2)[C@H](C)C1. The result is 1 (blocker). (2) The drug is Clc1ccc([C@H]2CC=CCNC2)cc1Cl. The result is 0 (non-blocker). (3) The result is 0 (non-blocker). The molecule is C[C@@H](c1ccc(-c2ccc(=O)n(C)c2F)cc1)[C@H](N)C(=O)N1CC[C@H](F)C1.O=C(O)C(F)(F)F. (4) The compound is Cc1cnccc1-c1cc2c(N[C@@H]3CC[C@](C)(N)C3(C)C)c(C(N)=O)cnn2c1. The result is 0 (non-blocker). (5) The molecule is Nc1ccnc(Nc2ccc(Oc3ccc(C4CC4)cc3)cc2)n1. The result is 1 (blocker).